From a dataset of Reaction yield outcomes from USPTO patents with 853,638 reactions. Predict the reaction yield, written as a fraction of the theoretical maximum amount of product (1.0 means a 100% yield; for example, 0.34 means a 34% yield). (1) The yield is 0.440. The product is [CH2:1]([O:5][C:6]1[N:14]=[C:13]2[C:9]([N:10]=[C:11]([OH:23])[N:12]2[CH2:15][C:16]2[CH:17]=[N:18][C:19]([N:34]3[CH2:35][CH2:36][CH:31]([C:29]([O:28][CH2:26][CH3:27])=[O:30])[CH2:32][CH2:33]3)=[CH:20][CH:21]=2)=[C:8]([NH2:25])[N:7]=1)[CH2:2][CH2:3][CH3:4]. The catalyst is C(O)C. The reactants are [CH2:1]([O:5][C:6]1[N:14]=[C:13]2[C:9]([N:10]=[C:11]([O:23]C)[N:12]2[CH2:15][C:16]2[CH:17]=[N:18][C:19](Cl)=[CH:20][CH:21]=2)=[C:8]([NH2:25])[N:7]=1)[CH2:2][CH2:3][CH3:4].[CH2:26]([O:28][C:29]([CH:31]1[CH2:36][CH2:35][NH:34][CH2:33][CH2:32]1)=[O:30])[CH3:27]. (2) The reactants are [F:1][C:2]1[CH:28]=[C:27]([F:29])[CH:26]=[CH:25][C:3]=1[O:4][C:5]1[CH:10]=[CH:9][C:8]([CH2:11][NH2:12])=[CH:7][C:6]=1[C:13]1[C:21]2[C:16](=[C:17]([O:22][CH3:23])[N:18]=[CH:19][CH:20]=2)[N:15]([CH3:24])[CH:14]=1.[CH3:30][O:31][C:32]1[CH:37]=[CH:36][CH:35]=[CH:34][C:33]=1[S:38](Cl)(=[O:40])=[O:39].C(N(CC)CC)C. The catalyst is ClCCl. The product is [F:1][C:2]1[CH:28]=[C:27]([F:29])[CH:26]=[CH:25][C:3]=1[O:4][C:5]1[CH:10]=[CH:9][C:8]([CH2:11][NH:12][S:38]([C:33]2[CH:34]=[CH:35][CH:36]=[CH:37][C:32]=2[O:31][CH3:30])(=[O:40])=[O:39])=[CH:7][C:6]=1[C:13]1[C:21]2[C:16](=[C:17]([O:22][CH3:23])[N:18]=[CH:19][CH:20]=2)[N:15]([CH3:24])[CH:14]=1. The yield is 1.00. (3) The reactants are [NH2:1][C:2]1[N:6]([C:7]2[CH:12]=[CH:11][C:10]([S:13]([CH3:16])(=[O:15])=[O:14])=[CH:9][CH:8]=2)[N:5]=[CH:4][C:3]=1[C:17]#[N:18].[CH3:19][N+:20]([CH3:24])=[C:21](Cl)[Cl:22].[Cl-]. The catalyst is ClCCCl. The product is [Cl:22][C:21]([N:20]([CH3:24])[CH3:19])=[N:1][C:2]1[N:6]([C:7]2[CH:8]=[CH:9][C:10]([S:13]([CH3:16])(=[O:15])=[O:14])=[CH:11][CH:12]=2)[N:5]=[CH:4][C:3]=1[C:17]#[N:18]. The yield is 0.800. (4) The reactants are Br[C:2]1[CH:3]=[N:4][CH:5]=[CH:6][C:7]=1[C:8]1[CH:13]=[CH:12][CH:11]=[CH:10][CH:9]=1.[CH2:14]([N:18]1[CH2:26][C:25]2[C:20](=[CH:21][CH:22]=[C:23]([OH:27])[CH:24]=2)[C:19]1=[O:28])[CH2:15][CH2:16][CH3:17].C([O-])([O-])=O.[Cs+].[Cs+].CC(C)(C(=O)CC(=O)C(C)(C)C)C. The catalyst is CN1CCCC1=O.[Cu]I.C(OCC)(=O)C.O. The product is [CH2:14]([N:18]1[CH2:26][C:25]2[C:20](=[CH:21][CH:22]=[C:23]([O:27][C:2]3[CH:3]=[N:4][CH:5]=[CH:6][C:7]=3[C:8]3[CH:13]=[CH:12][CH:11]=[CH:10][CH:9]=3)[CH:24]=2)[C:19]1=[O:28])[CH2:15][CH2:16][CH3:17]. The yield is 0.0800. (5) The reactants are [CH2:1]([O:8][C:9]1[CH:34]=[CH:33][C:12]([C:13]([NH:15][C:16]2[CH:17]=[C:18]([CH:23]=[CH:24][C:25]=2[NH:26][CH:27]2[CH2:32][CH2:31][CH2:30][CH2:29][CH2:28]2)[C:19]([O:21][CH3:22])=[O:20])=O)=[CH:11][CH:10]=1)[C:2]1[CH:7]=[CH:6][CH:5]=[CH:4][CH:3]=1. The catalyst is C(O)(=O)C. The product is [CH2:1]([O:8][C:9]1[CH:34]=[CH:33][C:12]([C:13]2[N:26]([CH:27]3[CH2:32][CH2:31][CH2:30][CH2:29][CH2:28]3)[C:25]3[CH:24]=[CH:23][C:18]([C:19]([O:21][CH3:22])=[O:20])=[CH:17][C:16]=3[N:15]=2)=[CH:11][CH:10]=1)[C:2]1[CH:7]=[CH:6][CH:5]=[CH:4][CH:3]=1. The yield is 0.530.